This data is from Full USPTO retrosynthesis dataset with 1.9M reactions from patents (1976-2016). The task is: Predict the reactants needed to synthesize the given product. (1) Given the product [F:33][C:10]1[CH:11]=[C:12]([N:18]2[CH2:22][C@H:21]([CH2:23][NH:24][C:25](=[O:31])[O:26][C:27]([CH3:28])([CH3:29])[CH3:30])[O:20][C:19]2=[O:32])[CH:13]=[C:14]([CH2:15][CH2:16][OH:17])[C:9]=1[NH:8][CH3:1], predict the reactants needed to synthesize it. The reactants are: [CH2:1]([N:8](C)[C:9]1[C:14]([CH2:15][CH2:16][OH:17])=[CH:13][C:12]([N:18]2[CH2:22][C@H:21]([CH2:23][NH:24][C:25](=[O:31])[O:26][C:27]([CH3:30])([CH3:29])[CH3:28])[O:20][C:19]2=[O:32])=[CH:11][C:10]=1[F:33])C1C=CC=CC=1. (2) Given the product [Br:1][C:2]1[CH:7]=[CH:6][C:5]([C@@H:8]([N:15]([CH3:16])[C:22](=[O:24])[CH2:21][N:20]([CH2:19][C:17]#[N:18])[C:25]2[CH:30]=[CH:29][C:28]([Cl:31])=[C:27]([Cl:32])[CH:26]=2)[CH2:9][N:10]2[CH2:14][CH2:13][CH2:12][CH2:11]2)=[CH:4][CH:3]=1, predict the reactants needed to synthesize it. The reactants are: [Br:1][C:2]1[CH:7]=[CH:6][C:5]([C@@H:8]([NH:15][CH3:16])[CH2:9][N:10]2[CH2:14][CH2:13][CH2:12][CH2:11]2)=[CH:4][CH:3]=1.[C:17]([CH2:19][N:20]([C:25]1[CH:30]=[CH:29][C:28]([Cl:31])=[C:27]([Cl:32])[CH:26]=1)[CH2:21][C:22]([OH:24])=O)#[N:18].C(N(CC)CC)C.F[P-](F)(F)(F)(F)F.N1(O[P+](N(C)C)(N(C)C)N(C)C)C2C=CC=CC=2N=N1.FC(F)(F)C(O)=O.C(=O)(O)[O-].[Na+]. (3) Given the product [C:28]([O:32][C:33]([N:35]1[CH2:36][CH:37]=[C:38]([C:2]2[N:7]3[CH:8]=[N:9][N:10]=[C:6]3[C:5]([C:11]3[CH:16]=[CH:15][CH:14]=[C:13]([C:17]([F:20])([F:19])[F:18])[CH:12]=3)=[C:4]([C:21]3[CH:26]=[CH:25][N:24]=[C:23]([Cl:27])[CH:22]=3)[N:3]=2)[CH2:39][CH2:40]1)=[O:34])([CH3:31])([CH3:29])[CH3:30], predict the reactants needed to synthesize it. The reactants are: Cl[C:2]1[N:7]2[CH:8]=[N:9][N:10]=[C:6]2[C:5]([C:11]2[CH:16]=[CH:15][CH:14]=[C:13]([C:17]([F:20])([F:19])[F:18])[CH:12]=2)=[C:4]([C:21]2[CH:26]=[CH:25][N:24]=[C:23]([Cl:27])[CH:22]=2)[N:3]=1.[C:28]([O:32][C:33]([N:35]1[CH2:40][CH:39]=[C:38](OS(C(F)(F)F)(=O)=O)[CH2:37][CH2:36]1)=[O:34])([CH3:31])([CH3:30])[CH3:29].[Cl-].[Li+].C[Sn](C)C.C[Sn](C)C.[F-].[K+].